This data is from Forward reaction prediction with 1.9M reactions from USPTO patents (1976-2016). The task is: Predict the product of the given reaction. (1) Given the reactants [CH:1]1[C:10]2[C:5](=[CH:6][CH:7]=[CH:8][CH:9]=2)[CH:4]=[CH:3][N:2]=1.[CH2:11]([N:14]1[C:22]2[C:17](=[CH:18][CH:19]=[CH:20][CH:21]=2)[C:16](=[O:23])[C:15]1=[O:24])[CH:12]=[CH2:13].FC(F)(F)S(O[C:31]1[CH:36]=[CH:35][CH:34]=[CH:33][C:32]=1[Si](C)(C)C)(=O)=O.[F-].[K+].C1OCCOCCOCCOCCOCCOC1, predict the reaction product. The product is: [CH2:11]([N:14]1[C:22]2[C:17](=[CH:18][CH:19]=[CH:20][CH:21]=2)[C:16]2([O:23][CH:1]3[C:10]4[C:5]([CH:4]=[CH:3][N:2]3[C:32]3[CH:33]=[CH:34][CH:35]=[CH:36][C:31]2=3)=[CH:6][CH:7]=[CH:8][CH:9]=4)[C:15]1=[O:24])[CH:12]=[CH2:13]. (2) Given the reactants [CH3:1][CH:2]1[C:10]2[C:5](=[CH:6][CH:7]=[CH:8][CH:9]=2)[NH:4][CH:3]1[C:11]([O:13]C)=O, predict the reaction product. The product is: [CH2:3]([NH:4][C:11]([CH:3]1[CH:2]([CH3:1])[C:10]2[C:5](=[CH:6][CH:7]=[CH:8][CH:9]=2)[NH:4]1)=[O:13])[CH2:2][CH2:10][CH3:9]. (3) Given the reactants Cl[CH:2]([C:6](=O)[CH3:7])[C:3](=[O:5])[CH3:4].[CH2:9]([O:11][C:12](=[O:16])[C:13]([NH2:15])=[S:14])[CH3:10], predict the reaction product. The product is: [CH2:9]([O:11][C:12]([C:13]1[S:14][C:2]([C:3](=[O:5])[CH3:4])=[C:6]([CH3:7])[N:15]=1)=[O:16])[CH3:10].